Dataset: Full USPTO retrosynthesis dataset with 1.9M reactions from patents (1976-2016). Task: Predict the reactants needed to synthesize the given product. (1) Given the product [Br:1][C:2]1[CH:7]=[CH:6][C:5]([NH:8][CH3:9])=[C:4]([N+:15]([O-:17])=[O:16])[C:3]=1[F:18], predict the reactants needed to synthesize it. The reactants are: [Br:1][C:2]1[CH:7]=[CH:6][C:5]([NH:8][C:9](=O)C(F)(F)F)=[C:4]([N+:15]([O-:17])=[O:16])[C:3]=1[F:18].C1(P(C2C=CC=CC=2)C2C=CC=CC=2)C=CC=CC=1.CO.N(C(OC(C)C)=O)=NC(OC(C)C)=O. (2) Given the product [I:1][C:2]1[CH:3]=[C:4]([CH3:9])[C:5](=[O:8])[N:6]([CH3:10])[CH:7]=1, predict the reactants needed to synthesize it. The reactants are: [I:1][C:2]1[CH:3]=[C:4]([CH3:9])[C:5]([OH:8])=[N:6][CH:7]=1.[C:10]([O-])([O-])=O.[K+].[K+]. (3) Given the product [CH3:16][C:17]([NH:18][C:13]([C:5]1[CH:4]=[CH:3][C:2]([Cl:1])=[C:7]([O:8][CH2:9][CH:10]2[CH2:11][CH2:12]2)[N:6]=1)=[O:15])([C:19]1[N:23]=[C:22]([CH3:24])[O:21][N:20]=1)[CH3:25], predict the reactants needed to synthesize it. The reactants are: [Cl:1][C:2]1[CH:3]=[CH:4][C:5]([C:13]([OH:15])=O)=[N:6][C:7]=1[O:8][CH2:9][CH:10]1[CH2:12][CH2:11]1.[CH3:16][C:17]([CH3:25])([C:19]1[N:23]=[C:22]([CH3:24])[O:21][N:20]=1)[NH2:18]. (4) Given the product [O:19]1[C:20]2[C:12]([C:2]([CH3:1])([CH3:11])[CH2:3][C:4]([CH2:6][NH:37][C:32]3[CH:33]=[CH:34][CH:35]=[C:36]4[C:31]=3[CH:30]=[N:29][N:28]4[C:22]3[CH:23]=[CH:24][CH:25]=[CH:26][CH:27]=3)([OH:5])[C:7]([F:8])([F:9])[F:10])=[CH:13][CH:14]=[CH:15][C:16]=2[CH2:17][CH2:18]1, predict the reactants needed to synthesize it. The reactants are: [CH3:1][C:2]([C:12]1[C:20]2[O:19][CH2:18][CH2:17][C:16]=2[CH:15]=[CH:14][CH:13]=1)([CH3:11])[CH2:3][C:4]1([C:7]([F:10])([F:9])[F:8])[CH2:6][O:5]1.Cl.[C:22]1([N:28]2[C:36]3[CH:35]=[CH:34][CH:33]=[C:32]([NH2:37])[C:31]=3[CH:30]=[N:29]2)[CH:27]=[CH:26][CH:25]=[CH:24][CH:23]=1. (5) Given the product [NH2:33][C:28]1[CH:27]=[CH:26][C:25]([C:23]([C:14]2[N:13]3[C:17]([CH:18]=[CH:19][C:11]([O:10][CH2:3][C:4]4[CH:5]=[CH:6][CH:7]=[CH:8][CH:9]=4)=[CH:12]3)=[C:16]([O:20][CH3:21])[C:15]=2[CH3:22])=[O:24])=[CH:41][C:29]=1[C:30]([OH:40])=[O:31], predict the reactants needed to synthesize it. The reactants are: [OH-].[K+].[CH2:3]([O:10][C:11]1[CH:19]=[CH:18][C:17]2[N:13]([C:14]([C:23]([C:25]3[CH:26]=[CH:27][C:28]4[N:33]=C(C5C=CC=CC=5)[O:31][C:30](=[O:40])[C:29]=4[CH:41]=3)=[O:24])=[C:15]([CH3:22])[C:16]=2[O:20][CH3:21])[CH:12]=1)[C:4]1[CH:9]=[CH:8][CH:7]=[CH:6][CH:5]=1.Cl. (6) Given the product [OH:16][C:17]1[CH:18]=[C:19]([CH:23]=[C:24]([OH:34])[C:25]=1[OH:26])[C:20]([NH:7][C:2]([CH2:5][OH:6])([CH2:3][OH:4])[CH2:1][OH:8])=[O:21], predict the reactants needed to synthesize it. The reactants are: [CH2:1]([OH:8])[C:2]([NH2:7])([CH2:5][OH:6])[CH2:3][OH:4].C([O:16][C:17]1[CH:18]=[C:19]([CH:23]=[C:24]([O:34]CC2C=CC=CC=2)[C:25]=1[O:26]CC1C=CC=CC=1)[C:20](O)=[O:21])C1C=CC=CC=1.C(OC(N1C2C(=CC=CC=2)C=CC1OCC)=O)C.